Task: Predict which catalyst facilitates the given reaction.. Dataset: Catalyst prediction with 721,799 reactions and 888 catalyst types from USPTO Reactant: [CH3:1][O:2][CH2:3][C:4]1([N:17]([C:22]2[CH:27]=[CH:26][CH:25]=[CH:24][CH:23]=2)[C:18](=[O:21])[CH2:19][CH3:20])[CH2:9][CH2:8][N:7]([CH2:10][CH2:11][C:12]2[S:13][CH:14]=[CH:15][CH:16]=2)[CH2:6][CH2:5]1.O.[C:29]([OH:41])(=[O:40])[CH2:30][C:31]([CH2:36][C:37]([OH:39])=[O:38])([C:33]([OH:35])=[O:34])[OH:32]. Product: [C:29]([OH:41])(=[O:40])[CH2:30][C:31]([CH2:36][C:37]([OH:39])=[O:38])([C:33]([OH:35])=[O:34])[OH:32].[CH3:1][O:2][CH2:3][C:4]1([N:17]([C:22]2[CH:27]=[CH:26][CH:25]=[CH:24][CH:23]=2)[C:18](=[O:21])[CH2:19][CH3:20])[CH2:5][CH2:6][N:7]([CH2:10][CH2:11][C:12]2[S:13][CH:14]=[CH:15][CH:16]=2)[CH2:8][CH2:9]1. The catalyst class is: 5.